From a dataset of NCI-60 drug combinations with 297,098 pairs across 59 cell lines. Regression. Given two drug SMILES strings and cell line genomic features, predict the synergy score measuring deviation from expected non-interaction effect. (1) Drug 1: CC1=C(C(=O)C2=C(C1=O)N3CC4C(C3(C2COC(=O)N)OC)N4)N. Drug 2: CC1C(C(CC(O1)OC2CC(CC3=C2C(=C4C(=C3O)C(=O)C5=CC=CC=C5C4=O)O)(C(=O)C)O)N)O. Cell line: BT-549. Synergy scores: CSS=40.2, Synergy_ZIP=0.522, Synergy_Bliss=2.83, Synergy_Loewe=-13.6, Synergy_HSA=3.40. (2) Drug 1: CC1C(C(=O)NC(C(=O)N2CCCC2C(=O)N(CC(=O)N(C(C(=O)O1)C(C)C)C)C)C(C)C)NC(=O)C3=C4C(=C(C=C3)C)OC5=C(C(=O)C(=C(C5=N4)C(=O)NC6C(OC(=O)C(N(C(=O)CN(C(=O)C7CCCN7C(=O)C(NC6=O)C(C)C)C)C)C(C)C)C)N)C. Drug 2: CC1=C2C(C(=O)C3(C(CC4C(C3C(C(C2(C)C)(CC1OC(=O)C(C(C5=CC=CC=C5)NC(=O)OC(C)(C)C)O)O)OC(=O)C6=CC=CC=C6)(CO4)OC(=O)C)O)C)O. Cell line: RPMI-8226. Synergy scores: CSS=2.80, Synergy_ZIP=9.03, Synergy_Bliss=9.67, Synergy_Loewe=7.32, Synergy_HSA=7.23. (3) Drug 2: CC1CCC2CC(C(=CC=CC=CC(CC(C(=O)C(C(C(=CC(C(=O)CC(OC(=O)C3CCCCN3C(=O)C(=O)C1(O2)O)C(C)CC4CCC(C(C4)OC)O)C)C)O)OC)C)C)C)OC. Drug 1: C1CCC(C1)C(CC#N)N2C=C(C=N2)C3=C4C=CNC4=NC=N3. Synergy scores: CSS=32.6, Synergy_ZIP=0.424, Synergy_Bliss=-0.231, Synergy_Loewe=-17.1, Synergy_HSA=-3.11. Cell line: RPMI-8226. (4) Drug 1: CC1OCC2C(O1)C(C(C(O2)OC3C4COC(=O)C4C(C5=CC6=C(C=C35)OCO6)C7=CC(=C(C(=C7)OC)O)OC)O)O. Drug 2: C(CCl)NC(=O)N(CCCl)N=O. Cell line: T-47D. Synergy scores: CSS=34.5, Synergy_ZIP=-8.79, Synergy_Bliss=2.02, Synergy_Loewe=-27.7, Synergy_HSA=0.107. (5) Synergy scores: CSS=14.3, Synergy_ZIP=-10.8, Synergy_Bliss=-5.69, Synergy_Loewe=-10.3, Synergy_HSA=-4.00. Drug 2: CCCCCOC(=O)NC1=NC(=O)N(C=C1F)C2C(C(C(O2)C)O)O. Drug 1: C1=CC(=CC=C1CCCC(=O)O)N(CCCl)CCCl. Cell line: LOX IMVI.